The task is: Predict the reactants needed to synthesize the given product.. This data is from Full USPTO retrosynthesis dataset with 1.9M reactions from patents (1976-2016). (1) Given the product [O:34]1[CH2:39][CH2:38][CH2:37][CH2:36][CH:35]1[N:40]1[C:44]([C:45]2[CH:50]=[CH:49][C:48]([CH3:51])=[CH:47][CH:46]=2)=[CH:43][C:42]([C:52]([NH:1][C:2]2[N:6]([CH:7]3[CH2:12][CH2:11][CH2:10][CH2:9][O:8]3)[N:5]=[C:4]([C:13](=[O:14])[NH:15][C:16]3[CH:20]=[C:19]([C:21]4[CH:26]=[CH:25][C:24]([CH3:27])=[CH:23][CH:22]=4)[N:18]([CH:28]4[CH2:33][CH2:32][CH2:31][CH2:30][O:29]4)[N:17]=3)[CH:3]=2)=[O:53])=[N:41]1, predict the reactants needed to synthesize it. The reactants are: [NH2:1][C:2]1[N:6]([CH:7]2[CH2:12][CH2:11][CH2:10][CH2:9][O:8]2)[N:5]=[C:4]([C:13]([NH:15][C:16]2[CH:20]=[C:19]([C:21]3[CH:26]=[CH:25][C:24]([CH3:27])=[CH:23][CH:22]=3)[N:18]([CH:28]3[CH2:33][CH2:32][CH2:31][CH2:30][O:29]3)[N:17]=2)=[O:14])[CH:3]=1.[O:34]1[CH2:39][CH2:38][CH2:37][CH2:36][CH:35]1[N:40]1[C:44]([C:45]2[CH:50]=[CH:49][C:48]([CH3:51])=[CH:47][CH:46]=2)=[CH:43][C:42]([C:52](O)=[O:53])=[N:41]1.[I-].ClC1C=CC=C[N+]=1C.CCN(C(C)C)C(C)C. (2) The reactants are: [C:1]([O:5][C:6]([NH:8][C:9]1[CH:14]=[CH:13][C:12]([Cl:15])=[CH:11][C:10]=1[C:16]1[CH:24]=[C:23]2[N:19]([CH:20]([C:25]([OH:27])=O)[CH2:21][CH2:22]2)[C:18](=[O:28])[CH:17]=1)=[O:7])([CH3:4])([CH3:3])[CH3:2].Cl.[CH3:30][NH:31][O:32][CH3:33].F[P-](F)(F)(F)(F)F.N1(OC(N(C)C)=[N+](C)C)C2N=CC=CC=2N=N1.C(N(C(C)C)CC)(C)C. Given the product [Cl:15][C:12]1[CH:13]=[CH:14][C:9]([NH:8][C:6](=[O:7])[O:5][C:1]([CH3:3])([CH3:4])[CH3:2])=[C:10]([C:16]2[CH:24]=[C:23]3[N:19]([CH:20]([C:25](=[O:27])[N:31]([O:32][CH3:33])[CH3:30])[CH2:21][CH2:22]3)[C:18](=[O:28])[CH:17]=2)[CH:11]=1, predict the reactants needed to synthesize it. (3) The reactants are: C(Cl)(=O)C(Cl)=O.CS(C)=O.[Cl:11][C:12]1[C:13]([NH:18][CH2:19][C@H:20]([C@H:22]2[C@H:29]3[C@H:25]([O:26][C:27]([CH3:31])([CH3:30])[O:28]3)[CH2:24][CH2:23]2)[OH:21])=[N:14][CH:15]=[CH:16][N:17]=1.C(N(CC)CC)C. Given the product [Cl:11][C:12]1[C:13]([NH:18][CH2:19][C:20]([C@H:22]2[C@H:29]3[C@H:25]([O:26][C:27]([CH3:31])([CH3:30])[O:28]3)[CH2:24][CH2:23]2)=[O:21])=[N:14][CH:15]=[CH:16][N:17]=1, predict the reactants needed to synthesize it. (4) Given the product [C:2]([CH:3]1[CH2:4][N:5]2[C:6](=[N:7][C:8]3[CH:13]=[CH:12][CH:11]=[CH:10][C:9]=32)[C:14]2[CH:19]=[CH:18][CH:17]=[CH:16][C:15]=2[O:23]1)([CH3:25])([CH3:24])[CH3:1], predict the reactants needed to synthesize it. The reactants are: [CH3:1][C:2]([CH3:25])([CH3:24])[CH:3]([OH:23])[CH2:4][N:5]1[C:9]2[CH:10]=[CH:11][CH:12]=[CH:13][C:8]=2[N:7]=[C:6]1[C:14]1[CH:19]=[CH:18][CH:17]=[CH:16][C:15]=1[N+]([O-])=O.[H-].[Na+]. (5) Given the product [CH3:36][C:34]1[C:29]2[NH:30][C:31](=[O:33])[O:32][C:28]=2[CH:27]=[C:26]([O:50][C:49]2[N:47]=[CH:46][N:39]=[C:38]([N:14]3[CH2:13][CH2:12][C:5]4([O:4][C:3](=[O:17])[NH:2][C:7]5[N:8]=[CH:9][CH:10]=[CH:11][C:6]4=5)[CH2:16][CH2:15]3)[CH:37]=2)[CH:35]=1, predict the reactants needed to synthesize it. The reactants are: Cl.[NH:2]1[C:7]2[N:8]=[CH:9][CH:10]=[CH:11][C:6]=2[C:5]2([CH2:16][CH2:15][NH:14][CH2:13][CH2:12]2)[O:4][C:3]1=[O:17].ClC1N=CN=C(N[C:26]2[CH:35]=[C:34]([CH3:36])[C:29]3[NH:30][C:31](=[O:33])[O:32][C:28]=3[CH:27]=2)C=1.[CH3:37][CH2:38][N:39](C(C)C)C(C)C.[CH3:46][N:47]([CH:49]=[O:50])C.